Dataset: Retrosynthesis with 50K atom-mapped reactions and 10 reaction types from USPTO. Task: Predict the reactants needed to synthesize the given product. (1) The reactants are: O=C(C1CCNCC1)N1CCCCC1.O=C(O)c1cc2ccccc2n1Cc1ccc(F)cc1. Given the product O=C(c1cc2ccccc2n1Cc1ccc(F)cc1)N1CCC(C(=O)N2CCCCC2)CC1, predict the reactants needed to synthesize it. (2) Given the product CC(C)(C)OC(=O)N1CCN(c2cccc(C#N)c2)CC1, predict the reactants needed to synthesize it. The reactants are: CC(C)(C)OC(=O)N1CCN(c2cccc(Br)c2)CC1.[C-]#N. (3) Given the product CCOC(=O)c1cc(OC(C)C)nn1Cc1ccc2ccccc2n1, predict the reactants needed to synthesize it. The reactants are: CCOC(=O)c1cc(OC(C)C)n[nH]1.ClCc1ccc2ccccc2n1. (4) Given the product OC(CCCN1CCC(Cc2ccc(Cl)c3ccccc23)CC1)c1ccccc1, predict the reactants needed to synthesize it. The reactants are: O=C(CCCN1CCC(Cc2ccc(Cl)c3ccccc23)CC1)c1ccccc1. (5) Given the product Cc1ccoc1C(=O)Nc1cccc(C(=O)c2ccc3c(c2)NC(=O)C3=CNc2ccc(CCN3CCCC3)cc2)c1, predict the reactants needed to synthesize it. The reactants are: Cc1ccoc1C(=O)Nc1cccc(C(=O)c2ccc3c(c2)NC(=O)C3=CO)c1.Nc1ccc(CCN2CCCC2)cc1. (6) Given the product CCOC(=O)C1CCN(c2nc(-c3ccc(Cl)cc3)c(CCCOc3ccccc3OC)o2)CC1, predict the reactants needed to synthesize it. The reactants are: CCOC(=O)C1CCNCC1.COc1ccccc1OCCCc1oc(Cl)nc1-c1ccc(Cl)cc1. (7) Given the product O=C(Nc1ccccc1)Nc1ccnnc1, predict the reactants needed to synthesize it. The reactants are: Nc1ccnnc1.O=C=Nc1ccccc1.